Regression/Classification. Given a drug SMILES string, predict its toxicity properties. Task type varies by dataset: regression for continuous values (e.g., LD50, hERG inhibition percentage) or binary classification for toxic/non-toxic outcomes (e.g., AMES mutagenicity, cardiotoxicity, hepatotoxicity). Dataset: ld50_zhu. From a dataset of Acute oral toxicity (LD50) regression data from Zhu et al.. (1) The molecule is CC(O)c1cc(N)cc(C(F)(F)F)c1. The rat oral LD50 is 2.37, given as -log10 of the dose in mol/kg body weight (higher means more acutely toxic). (2) The compound is CN(N=O)c1ccc(C=O)cc1. The rat oral LD50 is 1.91, given as -log10 of the dose in mol/kg body weight (higher means more acutely toxic). (3) The molecule is Cc1cc(=O)n(CSP(=S)(OC(C)C)OC(C)C)nc1Cl. The rat oral LD50 is 3.53, given as -log10 of the dose in mol/kg body weight (higher means more acutely toxic). (4) The molecule is CC(=O)OOC(C)(C)C. The rat oral LD50 is 2.29, given as -log10 of the dose in mol/kg body weight (higher means more acutely toxic). (5) The molecule is CCOP(=O)(OCC)Oc1cc(C)n(CC)c(=O)c1. The rat oral LD50 is 5.25, given as -log10 of the dose in mol/kg body weight (higher means more acutely toxic). (6) The drug is COc1ccc(CC(=O)O)cc1. The rat oral LD50 is 2.03, given as -log10 of the dose in mol/kg body weight (higher means more acutely toxic). (7) The compound is CCCC(=O)OCC=C(C)CCC=C(C)C. The rat oral LD50 is 1.32, given as -log10 of the dose in mol/kg body weight (higher means more acutely toxic).